Dataset: Forward reaction prediction with 1.9M reactions from USPTO patents (1976-2016). Task: Predict the product of the given reaction. (1) Given the reactants Cl.[CH3:2][C:3]([N+:13]([O-])=O)([CH3:12])[CH:4]([C:6]1[CH:11]=[CH:10][CH:9]=[CH:8][CH:7]=1)[OH:5], predict the reaction product. The product is: [NH2:13][C:3]([CH3:12])([CH3:2])[CH:4]([C:6]1[CH:11]=[CH:10][CH:9]=[CH:8][CH:7]=1)[OH:5]. (2) Given the reactants [CH2:1]([C:5]1[CH:10]=[CH:9][C:8]([CH:11]([CH3:15])[C:12]([OH:14])=O)=[CH:7][CH:6]=1)[CH:2]([CH3:4])[CH3:3].[CH3:16][C:17]1[N:18]=[C:19]([NH2:28])[S:20][C:21]=1[CH2:22][CH2:23][O:24][N+:25]([O-:27])=[O:26], predict the reaction product. The product is: [CH2:1]([C:5]1[CH:6]=[CH:7][C:8]([CH:11]([CH3:15])[C:12]([NH:28][C:19]2[S:20][C:21]([CH2:22][CH2:23][O:24][N+:25]([O-:27])=[O:26])=[C:17]([CH3:16])[N:18]=2)=[O:14])=[CH:9][CH:10]=1)[CH:2]([CH3:3])[CH3:4]. (3) The product is: [Cl:1][C:2]1[CH:7]=[CH:6][CH:5]=[CH:4][C:3]=1[C:8]1[N:9]([C:27]2[CH:28]=[CH:29][C:30]([Cl:33])=[CH:31][CH:32]=2)[CH:10]=[C:11]([C:13]([NH:15][CH:16]2[CH2:17][CH2:18][NH:19][CH2:20][CH2:21]2)=[O:14])[N:12]=1. Given the reactants [Cl:1][C:2]1[CH:7]=[CH:6][CH:5]=[CH:4][C:3]=1[C:8]1[N:9]([C:27]2[CH:32]=[CH:31][C:30]([Cl:33])=[CH:29][CH:28]=2)[CH:10]=[C:11]([C:13]([NH:15][CH:16]2[CH2:21][CH2:20][N:19](C(OCC)=O)[CH2:18][CH2:17]2)=[O:14])[N:12]=1.[Si](I)(C)(C)C.CO.C[O-].[Na+], predict the reaction product. (4) Given the reactants [Cl:1][C:2]1[CH:7]=[CH:6][C:5]([C:8]2[CH:13]=[CH:12][CH:11]=[CH:10][C:9]=2[C@H:14]([OH:30])[CH:15]2[CH2:20][CH2:19][N:18]([C:21]3[CH:29]=[CH:28][C:24]([C:25](O)=[O:26])=[CH:23][CH:22]=3)[CH2:17][CH2:16]2)=[CH:4][CH:3]=1.[Si:31]([O:48][C@@H:49]([CH2:86][F:87])[CH2:50][N:51]1[CH2:56][CH2:55][N:54]([CH2:57][CH2:58][C@@H:59]([NH:68][C:69]2[CH:74]=[CH:73][C:72]([S:75]([NH2:78])(=[O:77])=[O:76])=[CH:71][C:70]=2[S:79]([C:82]([F:85])([F:84])[F:83])(=[O:81])=[O:80])[CH2:60][S:61][C:62]2[CH:67]=[CH:66][CH:65]=[CH:64][CH:63]=2)[CH2:53][CH2:52]1)([C:44]([CH3:47])([CH3:46])[CH3:45])([C:38]1[CH:43]=[CH:42][CH:41]=[CH:40][CH:39]=1)[C:32]1[CH:37]=[CH:36][CH:35]=[CH:34][CH:33]=1.[Si](O[C@H](CF)CN1CCN(CC[C@@H](NC2C=CC(S(N)(=O)=O)=CC=2S(C(F)(F)F)(=O)=O)CSC2C=CC=CC=2)CC1)(C(C)(C)C)(C1C=CC=CC=1)C1C=CC=CC=1.C(Cl)CCl, predict the reaction product. The product is: [Si:31]([O:48][CH:49]([CH2:86][F:87])[CH2:50][N:51]1[CH2:56][CH2:55][N:54]([CH2:57][CH2:58][C@@H:59]([NH:68][C:69]2[CH:74]=[CH:73][C:72]([S:75]([NH:78][C:25](=[O:26])[C:24]3[CH:28]=[CH:29][C:21]([N:18]4[CH2:19][CH2:20][CH:15]([C@H:14]([C:9]5[CH:10]=[CH:11][CH:12]=[CH:13][C:8]=5[C:5]5[CH:4]=[CH:3][C:2]([Cl:1])=[CH:7][CH:6]=5)[OH:30])[CH2:16][CH2:17]4)=[CH:22][CH:23]=3)(=[O:77])=[O:76])=[CH:71][C:70]=2[S:79]([C:82]([F:84])([F:83])[F:85])(=[O:80])=[O:81])[CH2:60][S:61][C:62]2[CH:67]=[CH:66][CH:65]=[CH:64][CH:63]=2)[CH2:53][CH2:52]1)([C:44]([CH3:45])([CH3:46])[CH3:47])([C:38]1[CH:39]=[CH:40][CH:41]=[CH:42][CH:43]=1)[C:32]1[CH:37]=[CH:36][CH:35]=[CH:34][CH:33]=1.